From a dataset of Reaction yield outcomes from USPTO patents with 853,638 reactions. Predict the reaction yield, written as a fraction of the theoretical maximum amount of product (1.0 means a 100% yield; for example, 0.34 means a 34% yield). (1) The reactants are [Cl:1][C:2]1[C:3]([O:30][C@H:31]2[CH2:36][C:35]([F:38])([F:37])[CH2:34][CH2:33][C@@H:32]2[C:39]2[N:43]([CH3:44])[N:42]=[CH:41][CH:40]=2)=[CH:4][C:5]([F:29])=[C:6]([S:8]([N:11](CC2C=CC(OC)=CC=2OC)[C:12]2[CH:17]=[CH:16][N:15]=[CH:14][N:13]=2)(=[O:10])=[O:9])[CH:7]=1.C([SiH](CC)CC)C.FC(F)(F)C(O)=O. The product is [Cl:1][C:2]1[C:3]([O:30][C@H:31]2[CH2:36][C:35]([F:38])([F:37])[CH2:34][CH2:33][C@@H:32]2[C:39]2[N:43]([CH3:44])[N:42]=[CH:41][CH:40]=2)=[CH:4][C:5]([F:29])=[C:6]([S:8]([NH:11][C:12]2[CH:17]=[CH:16][N:15]=[CH:14][N:13]=2)(=[O:9])=[O:10])[CH:7]=1. The catalyst is ClCCl. The yield is 0.830. (2) The reactants are [Cl:1][C:2]1[CH:3]=[CH:4][C:5]([C:8]#[N:9])=[N:6][CH:7]=1.Cl. The catalyst is C(O)C.[Pd]. The product is [Cl:1][C:2]1[CH:3]=[CH:4][C:5]([CH2:8][NH2:9])=[N:6][CH:7]=1. The yield is 0.510. (3) The reactants are [NH2:1][C:2]1[C:10]([CH3:11])=[CH:9][C:8]([Br:12])=[CH:7][C:3]=1[C:4]([OH:6])=[O:5].[C:13](=O)([O-])[O-].[Cs+].[Cs+].IC. The yield is 1.00. The catalyst is CN(C=O)C. The product is [NH2:1][C:2]1[C:10]([CH3:11])=[CH:9][C:8]([Br:12])=[CH:7][C:3]=1[C:4]([O:6][CH3:13])=[O:5]. (4) The reactants are [C:1]1([C:7]([C:17]2[CH:22]=[CH:21][CH:20]=[CH:19][CH:18]=2)=[CH:8][C:9]2[CH:14]=[C:13]([Br:15])[CH:12]=[C:11](Br)[CH:10]=2)[CH:6]=[CH:5][CH:4]=[CH:3][CH:2]=1.[C:23]1(B(O)O)[CH:28]=[CH:27][CH:26]=[CH:25][CH:24]=1.C(=O)([O-])[O-].[Na+].[Na+]. The catalyst is C1C=CC([P]([Pd]([P](C2C=CC=CC=2)(C2C=CC=CC=2)C2C=CC=CC=2)([P](C2C=CC=CC=2)(C2C=CC=CC=2)C2C=CC=CC=2)[P](C2C=CC=CC=2)(C2C=CC=CC=2)C2C=CC=CC=2)(C2C=CC=CC=2)C2C=CC=CC=2)=CC=1.C1(C)C=CC=CC=1. The product is [C:1]1([C:7]([C:17]2[CH:18]=[CH:19][CH:20]=[CH:21][CH:22]=2)=[CH:8][C:9]2[CH:14]=[C:13]([Br:15])[CH:12]=[C:11]([C:23]3[CH:28]=[CH:27][CH:26]=[CH:25][CH:24]=3)[CH:10]=2)[CH:2]=[CH:3][CH:4]=[CH:5][CH:6]=1. The yield is 0.560. (5) The reactants are [N:1]1[CH:6]=[CH:5][CH:4]=[CH:3][C:2]=1[C:7]1[O:11][CH:10]=[N:9][CH:8]=1.Br[CH2:13][CH2:14][CH2:15][C:16](Cl)=[O:17]. No catalyst specified. The product is [CH:15]1([C:16]([C:10]2[O:11][C:7]([C:2]3[CH:3]=[CH:4][CH:5]=[CH:6][N:1]=3)=[CH:8][N:9]=2)=[O:17])[CH2:13][CH2:14]1. The yield is 0.0800. (6) The reactants are [NH2:1][C@H:2]([C:4]([NH:6][CH:7]1[N:13]=[C:12]([C:14]2[CH:19]=[CH:18][CH:17]=[CH:16][CH:15]=2)[C:11]2[CH:20]=[CH:21][CH:22]=[CH:23][C:10]=2[N:9]([CH3:24])[C:8]1=[O:25])=[O:5])[CH3:3].[Cl:26][CH2:27][C:28](Cl)=[O:29]. The catalyst is C(Cl)Cl. The product is [Cl:26][CH2:27][C:28]([NH:1][C@H:2]([C:4]([NH:6][CH:7]1[N:13]=[C:12]([C:14]2[CH:19]=[CH:18][CH:17]=[CH:16][CH:15]=2)[C:11]2[CH:20]=[CH:21][CH:22]=[CH:23][C:10]=2[N:9]([CH3:24])[C:8]1=[O:25])=[O:5])[CH3:3])=[O:29]. The yield is 0.980. (7) The reactants are N1C=CC=[CH:3][CH:2]=1.[N:7]([CH2:10][C:11]1[CH:12]=[C:13]([C:19]2[CH:24]=[CH:23][CH:22]=[C:21]([Cl:25])[CH:20]=2)[C:14]([O:17][CH3:18])=[N:15][CH:16]=1)=[N+:8]=[N-:9].C([Si](C)(C)C)#C.C(N(C(C)C)CC)(C)C. The catalyst is C1COCC1.O.[Cu]I. The product is [Cl:25][C:21]1[CH:20]=[C:19]([C:13]2[C:14]([O:17][CH3:18])=[N:15][CH:16]=[C:11]([CH2:10][N:7]3[CH:3]=[CH:2][N:9]=[N:8]3)[CH:12]=2)[CH:24]=[CH:23][CH:22]=1. The yield is 0.480. (8) The reactants are C([O:8][C:9]1[CH:10]=[C:11]2[C:16](=[CH:17][CH:18]=1)[N:15]=[C:14]([C:19]1[CH:20]=[N:21][CH:22]=[CH:23][CH:24]=1)[N:13]=[C:12]2[NH:25][C:26]1[S:27][CH:28]=[C:29]([C:31]2[CH:36]=[CH:35][C:34]([Cl:37])=[CH:33][CH:32]=2)[N:30]=1)C1C=CC=CC=1.C1(C(=CC=CC=1)O)O.COC.CS(O)(=O)=O.C([O-])(O)=O.[Na+]. The catalyst is O. The product is [Cl:37][C:34]1[CH:35]=[CH:36][C:31]([C:29]2[N:30]=[C:26]([NH:25][C:12]3[C:11]4[C:16](=[CH:17][CH:18]=[C:9]([OH:8])[CH:10]=4)[N:15]=[C:14]([C:19]4[CH:20]=[N:21][CH:22]=[CH:23][CH:24]=4)[N:13]=3)[S:27][CH:28]=2)=[CH:32][CH:33]=1. The yield is 0.910. (9) The catalyst is C(O)C.O.C1(C)C=CC=CC=1. The yield is 0.660. The product is [F:12][C:13]1[CH:18]=[CH:17][CH:16]=[CH:15][C:14]=1[C:2]1[CH:10]=[CH:9][CH:8]=[C:7]2[C:3]=1[C:4]([NH2:11])=[N:5][NH:6]2. The reactants are Cl[C:2]1[CH:10]=[CH:9][CH:8]=[C:7]2[C:3]=1[C:4]([NH2:11])=[N:5][NH:6]2.[F:12][C:13]1[CH:18]=[CH:17][CH:16]=[CH:15][C:14]=1B(O)O.P([O-])([O-])([O-])=O.[K+].[K+].[K+].